Dataset: Full USPTO retrosynthesis dataset with 1.9M reactions from patents (1976-2016). Task: Predict the reactants needed to synthesize the given product. (1) Given the product [Cl:1][C:2]1[CH:3]=[CH:4][C:5]([NH:11][C:12](=[O:15])[CH2:13][NH:29][CH:16]([C:17]2[CH:22]=[CH:21][CH:20]=[CH:19][CH:18]=2)[C:23]2[CH:28]=[CH:27][CH:26]=[CH:25][CH:24]=2)=[C:6]([CH:10]=1)[C:7]([OH:9])=[O:8], predict the reactants needed to synthesize it. The reactants are: [Cl:1][C:2]1[CH:3]=[CH:4][C:5]([NH:11][C:12](=[O:15])[CH2:13]Cl)=[C:6]([CH:10]=1)[C:7]([OH:9])=[O:8].[CH:16]([NH2:29])([C:23]1[CH:28]=[CH:27][CH:26]=[CH:25][CH:24]=1)[C:17]1[CH:22]=[CH:21][CH:20]=[CH:19][CH:18]=1.[I-].[Na+]. (2) The reactants are: [CH3:1][NH:2][CH2:3][CH2:4][C@H:5]([O:11][C:12]1[CH:13]=[CH:14][CH:15]=[C:16]2[CH:21]=[CH:20][CH:19]=[CH:18][C:17]=12)[C:6]1[S:10][CH:9]=[CH:8][CH:7]=1.C([O-])(=O)C([O-])=O.[NH4+]. Given the product [CH3:1][NH:2][CH2:3][CH2:4][C@H:5]([O:11][C:12]1[CH:13]=[CH:14][CH:15]=[C:16]2[CH:21]=[CH:20][CH:19]=[CH:18][C:17]=12)[C:6]1[S:10][CH:9]=[CH:8][CH:7]=1, predict the reactants needed to synthesize it.